This data is from Forward reaction prediction with 1.9M reactions from USPTO patents (1976-2016). The task is: Predict the product of the given reaction. Given the reactants [C:1]([O:12][C:13]([CH3:16])([CH3:15])[CH3:14])(=[O:11])/[CH:2]=[CH:3]/[C:4]([O:6][C:7]([CH3:10])([CH3:9])[CH3:8])=[O:5].[C:17]([O:24][CH:25]([CH3:27])[CH3:26])(=[O:23])/[CH:18]=[CH:19]/[C:20]([O-:22])=[O:21].CCCCCC, predict the reaction product. The product is: [C:4]([O:6][C:7]([CH3:10])([CH3:9])[CH3:8])(=[O:5])/[CH:3]=[CH:2]/[C:1]([O:12][C:13]([CH3:14])([CH3:16])[CH3:15])=[O:11].[C:17]([O:24][CH:25]([CH3:27])[CH3:26])(=[O:23])/[CH:18]=[CH:19]/[C:20]([O-:22])=[O:21].